From a dataset of Full USPTO retrosynthesis dataset with 1.9M reactions from patents (1976-2016). Predict the reactants needed to synthesize the given product. (1) Given the product [NH2:1][C:2]1[N:3]=[C:4]2[C:5]([N:25]=[C:32]([C:31]3[CH:34]=[CH:35][C:28]([Br:27])=[CH:29][CH:30]=3)[NH:26]2)=[C:6]([N:8]2[CH2:9][CH2:10][N:11]([C:14](=[O:24])[CH2:15][O:16][C:17]3[CH:18]=[CH:19][C:20]([Cl:23])=[CH:21][CH:22]=3)[CH2:12][CH2:13]2)[N:7]=1, predict the reactants needed to synthesize it. The reactants are: [NH2:1][C:2]1[N:7]=[C:6]([N:8]2[CH2:13][CH2:12][N:11]([C:14](=[O:24])[CH2:15][O:16][C:17]3[CH:22]=[CH:21][C:20]([Cl:23])=[CH:19][CH:18]=3)[CH2:10][CH2:9]2)[C:5]([NH2:25])=[C:4]([NH2:26])[N:3]=1.[Br:27][C:28]1[CH:35]=[CH:34][C:31]([CH:32]=O)=[CH:30][CH:29]=1. (2) The reactants are: Cl.[CH:2]1([C:5]2[CH:6]=[C:7]([C@@H:11]([NH2:13])[CH3:12])[CH:8]=[CH:9][CH:10]=2)[CH2:4][CH2:3]1.[C:14]([C:16]([C:19]1[CH:20]=[C:21]([CH:37]=[CH:38][CH:39]=1)[CH2:22][N:23]1[C:31]2[C:26](=[CH:27][C:28]([C:32](O)=[O:33])=[CH:29][CH:30]=2)[C:25]([CH3:35])=[C:24]1[CH3:36])([CH3:18])[CH3:17])#[N:15]. Given the product [C:14]([C:16]([C:19]1[CH:20]=[C:21]([CH:37]=[CH:38][CH:39]=1)[CH2:22][N:23]1[C:31]2[C:26](=[CH:27][C:28]([C:32]([NH:13][C@H:11]([C:7]3[CH:8]=[CH:9][CH:10]=[C:5]([CH:2]4[CH2:4][CH2:3]4)[CH:6]=3)[CH3:12])=[O:33])=[CH:29][CH:30]=2)[C:25]([CH3:35])=[C:24]1[CH3:36])([CH3:18])[CH3:17])#[N:15], predict the reactants needed to synthesize it. (3) Given the product [Br:1][C:2]1[CH:7]=[C:6]([CH2:8][S:30]([CH2:18][CH3:19])(=[O:32])=[O:29])[CH:5]=[CH:4][C:3]=1[O:12][CH2:13][C:14]([F:15])([F:17])[F:16], predict the reactants needed to synthesize it. The reactants are: [Br:1][C:2]1[CH:7]=[C:6]([CH2:8]SCC)[CH:5]=[CH:4][C:3]=1[O:12][CH2:13][C:14]([F:17])([F:16])[F:15].[CH:18]1C=C(Cl)C=C(C(OO)=O)[CH:19]=1.[O-:29][S:30]([O-:32])=O.[Na+].[Na+]. (4) Given the product [Cl:19][C:17]1[CH:18]=[C:13]2[C:12]([CH2:20][C:21]3[CH:22]=[CH:23][C:24]([NH:27][CH2:28][C:29]4[C:30]([O:37][CH3:38])=[N:31][C:32]([O:35][CH3:36])=[CH:33][CH:34]=4)=[N:25][CH:26]=3)=[CH:11][NH:10][C:14]2=[N:15][CH:16]=1, predict the reactants needed to synthesize it. The reactants are: C1(S([N:10]2[C:14]3=[N:15][CH:16]=[C:17]([Cl:19])[CH:18]=[C:13]3[C:12]([CH2:20][C:21]3[CH:22]=[CH:23][C:24]([NH:27][CH2:28][C:29]4[C:30]([O:37][CH3:38])=[N:31][C:32]([O:35][CH3:36])=[CH:33][CH:34]=4)=[N:25][CH:26]=3)=[CH:11]2)(=O)=O)C=CC=CC=1.[OH-].[K+].O. (5) Given the product [Cl:17][CH2:15][C:9](=[O:11])[C:8]([C:5]1[CH:4]=[CH:3][C:2]([Cl:1])=[CH:7][CH:6]=1)([CH3:13])[CH3:12], predict the reactants needed to synthesize it. The reactants are: [Cl:1][C:2]1[CH:7]=[CH:6][C:5]([C:8]([CH3:13])([CH3:12])[C:9]([OH:11])=O)=[CH:4][CH:3]=1.C(Cl)(=O)[C:15]([Cl:17])=O. (6) The reactants are: [CH2:1]([O:3][C:4]([C:6]1[CH:7]=[N:8][CH:9]=[C:10]([C:12]#[N:13])[CH:11]=1)=[O:5])[CH3:2].Cl.[NH2:15][OH:16].C(N(CC)CC)C. Given the product [NH2:13][C:12](=[N:15][OH:16])[C:10]1[CH:9]=[N:8][CH:7]=[C:6]([CH:11]=1)[C:4]([O:3][CH2:1][CH3:2])=[O:5], predict the reactants needed to synthesize it.